From a dataset of Forward reaction prediction with 1.9M reactions from USPTO patents (1976-2016). Predict the product of the given reaction. Given the reactants C([O:3][C:4]([C:6]1[CH:21]=[C:9]2[NH:10][C:11]([C:15]3[CH:20]=[CH:19][CH:18]=[CH:17][CH:16]=3)=[CH:12][C:13](=[O:14])[N:8]2[N:7]=1)=[O:5])C.[OH-].[K+].Cl, predict the reaction product. The product is: [O:14]=[C:13]1[N:8]2[N:7]=[C:6]([C:4]([OH:5])=[O:3])[CH:21]=[C:9]2[NH:10][C:11]([C:15]2[CH:20]=[CH:19][CH:18]=[CH:17][CH:16]=2)=[CH:12]1.